This data is from Reaction yield outcomes from USPTO patents with 853,638 reactions. The task is: Predict the reaction yield, written as a fraction of the theoretical maximum amount of product (1.0 means a 100% yield; for example, 0.34 means a 34% yield). (1) The reactants are [CH2:1]([O:8][C:9]([N:11]1[C@H:16]([CH2:17][O:18][Si](C(C)(C)C)(C)C)[C@@H:15]2[C@H:26](OCC3C=CC=CC=3)[C@H:12]1[C@@H:13]([O:35]C)[O:14]2)=[O:10])[C:2]1[CH:7]=[CH:6][CH:5]=[CH:4][CH:3]=1.[BH4-].[Na+].[Cl-].[NH4+]. The catalyst is FC(F)(F)C(O)=O.O.O. The product is [CH2:1]([O:8][C:9]([N:11]1[C@H:16]([CH2:17][OH:18])[C@H:15]([OH:14])[C@H:26]([C:1](=[O:8])[C:2]2[CH:7]=[CH:6][CH:5]=[CH:4][CH:3]=2)[C@@H:12]1[CH2:13][OH:35])=[O:10])[C:2]1[CH:7]=[CH:6][CH:5]=[CH:4][CH:3]=1. The yield is 0.850. (2) The reactants are [F:1][C:2]1[CH:7]=[CH:6][C:5]([C:8]2[C:16]3[C:11](=[CH:12][CH:13]=[C:14]([NH:17][C:18]([C:20]4[CH:25]=[CH:24][N:23]=[CH:22][CH:21]=4)=O)[CH:15]=3)[NH:10][N:9]=2)=[CH:4][CH:3]=1.[H-].[Al+3].[Li+].[H-].[H-].[H-]. The catalyst is C1COCC1. The product is [F:1][C:2]1[CH:3]=[CH:4][C:5]([C:8]2[C:16]3[C:11](=[CH:12][CH:13]=[C:14]([NH:17][CH2:18][C:20]4[CH:21]=[CH:22][N:23]=[CH:24][CH:25]=4)[CH:15]=3)[NH:10][N:9]=2)=[CH:6][CH:7]=1. The yield is 0.200. (3) The reactants are [O:1]1[CH2:6][CH2:5][CH2:4][O:3][CH:2]1[C:7]1[CH:8]=[CH:9][C:10]([C:13]2[S:21][C:20]3[C:15](=[N:16][CH:17]=[CH:18][C:19]=3[O:22][C:23]3[CH:28]=[CH:27][C:26]([NH:29][C:30]([NH:32][C:33](=[O:42])[CH2:34][C:35]4[CH:40]=[CH:39][C:38]([F:41])=[CH:37][CH:36]=4)=[S:31])=[CH:25][C:24]=3[F:43])[CH:14]=2)=[N:11][CH:12]=1.[CH2:44](OC(OCC)C1C=CC(C2SC3C(=NC=CC=3OC3C=CC(N)=CC=3F)C=2)=NC=1)C. No catalyst specified. The product is [CH2:4]([O:3][CH:2]([O:1][CH2:6][CH3:5])[C:7]1[CH:8]=[CH:9][C:10]([C:13]2[S:21][C:20]3[C:15](=[N:16][CH:17]=[CH:18][C:19]=3[O:22][C:23]3[CH:28]=[CH:27][C:26]([NH:29][C:30]([NH:32][C:33](=[O:42])[CH2:34][C:35]4[CH:40]=[CH:39][C:38]([F:41])=[CH:37][CH:36]=4)=[S:31])=[CH:25][C:24]=3[F:43])[CH:14]=2)=[N:11][CH:12]=1)[CH3:44]. The yield is 0.310. (4) The reactants are [NH2:1][C:2]1[N:7]=[C:6]([CH3:8])[N:5]=[C:4]([C:9]2[N:13]3[N:14]=[CH:15][CH:16]=[CH:17][C:12]3=[N:11][C:10]=2[NH:18][C:19]2[CH:23]=[CH:22][NH:21][N:20]=2)[CH:3]=1.[N:24]([C:27]1[CH:32]=[CH:31][CH:30]=[CH:29][CH:28]=1)=[C:25]=[O:26].N1C=CC=N1.C(O)(C(F)(F)F)=O. The catalyst is C1COCC1. The product is [NH2:1][C:2]1[N:7]=[C:6]([CH3:8])[N:5]=[C:4]([C:9]2[N:13]3[N:14]=[CH:15][CH:16]=[CH:17][C:12]3=[N:11][C:10]=2[NH:18][C:19]2[CH:23]=[CH:22][N:21]([C:25]([NH:24][C:27]3[CH:32]=[CH:31][CH:30]=[CH:29][CH:28]=3)=[O:26])[N:20]=2)[CH:3]=1. The yield is 0.120. (5) The reactants are Br[C:2]1[CH:7]=[CH:6][C:5]([Br:8])=[CH:4][N:3]=1.C([Li])CCC.[Cl:14][C:15]1[CH:16]=[C:17]([CH:24]=[C:25]([Cl:27])[CH:26]=1)[C:18](N(OC)C)=[O:19].[NH4+].[Cl-]. The catalyst is C1(C)C=CC=CC=1. The product is [Br:8][C:5]1[CH:6]=[CH:7][C:2]([C:18]([C:17]2[CH:16]=[C:15]([Cl:14])[CH:26]=[C:25]([Cl:27])[CH:24]=2)=[O:19])=[N:3][CH:4]=1. The yield is 0.690. (6) The reactants are [Cl:1][C:2]1[CH:3]=[C:4]([CH:12]([CH2:19][CH:20]2[CH2:25][CH2:24][O:23][CH2:22][CH2:21]2)[C:13](N(OC)C)=[O:14])[CH:5]=[CH:6][C:7]=1[S:8]([CH3:11])(=[O:10])=[O:9].[CH:26]([Mg]Br)=[CH2:27].Cl. The catalyst is O1CCCC1. The product is [Cl:1][C:2]1[CH:3]=[C:4]([CH:12]([CH2:19][CH:20]2[CH2:21][CH2:22][O:23][CH2:24][CH2:25]2)[C:13](=[O:14])[CH:26]=[CH2:27])[CH:5]=[CH:6][C:7]=1[S:8]([CH3:11])(=[O:9])=[O:10]. The yield is 0.900. (7) The reactants are Cl[C:2]1[N:7]=[C:6]([NH:8][CH2:9][C:10]2[CH:11]=[N:12][CH:13]=[CH:14][CH:15]=2)[C:5]([F:16])=[CH:4][N:3]=1.[NH2:17][C:18]1[CH:19]=[C:20]([OH:24])[CH:21]=[CH:22][CH:23]=1. No catalyst specified. The product is [F:16][C:5]1[C:6]([NH:8][CH2:9][C:10]2[CH:11]=[N:12][CH:13]=[CH:14][CH:15]=2)=[N:7][C:2]([NH:17][C:18]2[CH:23]=[CH:22][CH:21]=[C:20]([OH:24])[CH:19]=2)=[N:3][CH:4]=1. The yield is 0.430. (8) The reactants are ClC1C=CC2SC=C(CN3CCN(C4SC(C(O)=O)=C(C)N=4)C3=O)C=2C=1.[F:27][C:28]1[CH:49]=[CH:48][C:31]([CH2:32][N:33]2[CH2:37][CH2:36][N:35]([C:38]3[S:39][C:40]([C:44]([OH:46])=O)=[C:41]([CH3:43])[N:42]=3)[C:34]2=[O:47])=[CH:30][CH:29]=1.[N:50]1[CH:55]=[CH:54][C:53]([CH2:56][NH2:57])=[CH:52][CH:51]=1. No catalyst specified. The product is [F:27][C:28]1[CH:49]=[CH:48][C:31]([CH2:32][N:33]2[CH2:37][CH2:36][N:35]([C:38]3[S:39][C:40]([C:44]([NH:57][CH2:56][C:53]4[CH:54]=[CH:55][N:50]=[CH:51][CH:52]=4)=[O:46])=[C:41]([CH3:43])[N:42]=3)[C:34]2=[O:47])=[CH:30][CH:29]=1. The yield is 0.600. (9) The reactants are [CH3:1][C:2]1([CH3:17])[C:10]2[C:5](=[CH:6][C:7]([N+:11]([O-])=O)=[CH:8][CH:9]=2)[N:4]([C:14](=[O:16])[CH3:15])[CH2:3]1. The catalyst is CO.[Pd]. The product is [NH2:11][C:7]1[CH:6]=[C:5]2[C:10]([C:2]([CH3:17])([CH3:1])[CH2:3][N:4]2[C:14](=[O:16])[CH3:15])=[CH:9][CH:8]=1. The yield is 0.610.